From a dataset of Reaction yield outcomes from USPTO patents with 853,638 reactions. Predict the reaction yield, written as a fraction of the theoretical maximum amount of product (1.0 means a 100% yield; for example, 0.34 means a 34% yield). (1) The yield is 0.750. The catalyst is C(Cl)Cl. The reactants are [CH3:1][N:2]1[N:6]=[N:5][C:4]([C:7]2[CH:12]=[CH:11][C:10]([C:13]3[CH:18]=[CH:17][C:16]([N:19]4[CH2:23][C@H:22]([CH2:24]O)[O:21][C:20]4=[O:26])=[CH:15][C:14]=3[F:27])=[CH:9][N:8]=2)=[N:3]1.C(N(S(F)(F)[F:34])CC)C.C(N(CC)CC)C. The product is [CH3:1][N:2]1[N:6]=[N:5][C:4]([C:7]2[CH:12]=[CH:11][C:10]([C:13]3[CH:18]=[CH:17][C:16]([N:19]4[CH2:23][C@H:22]([CH2:24][F:34])[O:21][C:20]4=[O:26])=[CH:15][C:14]=3[F:27])=[CH:9][N:8]=2)=[N:3]1. (2) The reactants are O[Li].O.O.C([O:9][C:10]([C:12]1([CH2:17][CH2:18][CH2:19][CH2:20][C:21](=[O:38])[CH2:22][CH2:23][CH2:24][CH2:25][C:26]2([C:31]([O:33]CCCC)=[O:32])[CH2:30][CH2:29][CH2:28][CH2:27]2)[CH2:16][CH2:15][CH2:14][CH2:13]1)=[O:11])CCC. The product is [C:31]([C:26]1([CH2:25][CH2:24][CH2:23][CH2:22][C:21](=[O:38])[CH2:20][CH2:19][CH2:18][CH2:17][C:12]2([C:10]([OH:11])=[O:9])[CH2:16][CH2:15][CH2:14][CH2:13]2)[CH2:27][CH2:28][CH2:29][CH2:30]1)([OH:33])=[O:32]. The catalyst is CCO. The yield is 0.950. (3) The reactants are [F:1][C:2]([F:19])([F:18])[C:3]1[CH:4]=[C:5]([C:9]2[CH2:13][CH:12]([C:14]([O:16]C)=[O:15])[O:11][N:10]=2)[CH:6]=[CH:7][CH:8]=1.[OH-].[Na+].Cl. The catalyst is C1COCC1.O. The product is [F:19][C:2]([F:1])([F:18])[C:3]1[CH:4]=[C:5]([C:9]2[CH2:13][CH:12]([C:14]([OH:16])=[O:15])[O:11][N:10]=2)[CH:6]=[CH:7][CH:8]=1. The yield is 1.00. (4) The reactants are [H-].[Na+].[CH3:3][C:4]1[CH:9]=[CH:8][C:7]([S:10]([NH2:13])(=[O:12])=[O:11])=[CH:6][CH:5]=1.Cl[C:15]1[N:16]=[N:17][C:18]([C:21]([F:24])([F:23])[F:22])=[CH:19][CH:20]=1. The product is [CH3:3][C:4]1[CH:5]=[CH:6][C:7]([S:10]([NH:13][C:15]2[N:16]=[N:17][C:18]([C:21]([F:24])([F:23])[F:22])=[CH:19][CH:20]=2)(=[O:12])=[O:11])=[CH:8][CH:9]=1. The catalyst is CS(C)=O. The yield is 0.490.